This data is from Reaction yield outcomes from USPTO patents with 853,638 reactions. The task is: Predict the reaction yield, written as a fraction of the theoretical maximum amount of product (1.0 means a 100% yield; for example, 0.34 means a 34% yield). The reactants are [CH:1]1([CH2:4][O:5][NH:6][C:7]([C:9]2[C:17]([NH:18][C:19]3[CH:24]=[CH:23][C:22](I)=[CH:21][C:20]=3[CH3:26])=[C:16]([F:27])[C:12]3[N:13]=[CH:14][NH:15][C:11]=3[CH:10]=2)=[O:8])[CH2:3][CH2:2]1.[C:28]([Si:30]([CH3:33])([CH3:32])[CH3:31])#[CH:29]. The catalyst is C(#N)C.C(N(CC)CC)C.Cl[Pd](Cl)([P](C1C=CC=CC=1)(C1C=CC=CC=1)C1C=CC=CC=1)[P](C1C=CC=CC=1)(C1C=CC=CC=1)C1C=CC=CC=1.[Cu]I. The product is [CH:1]1([CH2:4][O:5][NH:6][C:7]([C:9]2[C:17]([NH:18][C:19]3[CH:24]=[CH:23][C:22]([C:29]#[C:28][Si:30]([CH3:33])([CH3:32])[CH3:31])=[CH:21][C:20]=3[CH3:26])=[C:16]([F:27])[C:12]3[N:13]=[CH:14][NH:15][C:11]=3[CH:10]=2)=[O:8])[CH2:3][CH2:2]1. The yield is 0.870.